This data is from Reaction yield outcomes from USPTO patents with 853,638 reactions. The task is: Predict the reaction yield, written as a fraction of the theoretical maximum amount of product (1.0 means a 100% yield; for example, 0.34 means a 34% yield). (1) The reactants are C([N:8]1[CH2:13][CH2:12][N:11]([CH2:14][CH2:15][C:16]2[CH:21]=[CH:20][N:19]=[CH:18][CH:17]=2)[CH2:10][CH2:9]1)(OC(C)(C)C)=O.C(OCC)(=O)C.[ClH:28]. The catalyst is C(OCC)C. The product is [ClH:28].[N:19]1[CH:20]=[CH:21][C:16]([CH2:15][CH2:14][N:11]2[CH2:12][CH2:13][NH:8][CH2:9][CH2:10]2)=[CH:17][CH:18]=1. The yield is 0.870. (2) The reactants are [C:1]([O:5][C:6]([CH:8]1[CH2:13][CH2:12][N:11]([C:14]2[C:22]([C:23]#[N:24])=[CH:21][C:17]([C:18]([OH:20])=[O:19])=[C:16]([CH3:25])[N:15]=2)[CH2:10][CH2:9]1)=[O:7])([CH3:4])([CH3:3])[CH3:2].[CH2:26](O)[C:27]([CH3:30])([CH3:29])[CH3:28].CCN=C=NCCCN(C)C.C1C=CC2N(O)N=NC=2C=1.CCN(C(C)C)C(C)C. The catalyst is CCOC(C)=O. The product is [C:1]([O:5][C:6]([CH:8]1[CH2:13][CH2:12][N:11]([C:14]2[C:22]([C:23]#[N:24])=[CH:21][C:17]([C:18]([O:20][CH2:26][C:27]([CH3:30])([CH3:29])[CH3:28])=[O:19])=[C:16]([CH3:25])[N:15]=2)[CH2:10][CH2:9]1)=[O:7])([CH3:4])([CH3:3])[CH3:2]. The yield is 0.0300. (3) The reactants are [Si]([O:8][C@@H:9]1[C@H:17]2[C@@:13]([CH3:29])([C@@H:14]([C@@:18]3([CH3:28])[O:22][CH2:21][C@@H:20]([CH2:23][C:24]([CH3:27])([OH:26])[CH3:25])[CH2:19]3)[CH2:15][CH2:16]2)[CH2:12][CH2:11][CH2:10]1)(C(C)(C)C)(C)C.[N+](CCCC)(CCCC)(CCCC)CCCC.[F-].O.CCOC(C)=O. The catalyst is C1COCC1. The product is [OH:26][C:24]([CH3:27])([CH3:25])[CH2:23][C@@H:20]1[CH2:21][O:22][C@@:18]([C@@H:14]2[C@:13]3([CH3:29])[C@H:17]([C@@H:9]([OH:8])[CH2:10][CH2:11][CH2:12]3)[CH2:16][CH2:15]2)([CH3:28])[CH2:19]1. The yield is 0.930. (4) The reactants are [I:1][C:2]1[CH:3]=[C:4]([NH:9][NH2:10])[CH:5]=[CH:6][C:7]=1[CH3:8].[CH3:11][C:12]([CH3:19])([CH3:18])[C:13](=O)[CH2:14][C:15]#[N:16].Cl.[OH-].[Na+]. The catalyst is CCO. The product is [C:12]([C:13]1[CH:14]=[C:15]([NH2:16])[N:9]([C:4]2[CH:5]=[CH:6][C:7]([CH3:8])=[C:2]([I:1])[CH:3]=2)[N:10]=1)([CH3:19])([CH3:18])[CH3:11]. The yield is 0.860. (5) The reactants are [Br:1][C:2]1[CH:3]=[CH:4][C:5]([NH:8][C:9](=[O:15])[C:10]([CH3:14])([CH3:13])[CH2:11]Cl)=[N:6][CH:7]=1.[H-].[Na+]. The catalyst is CN(C=O)C. The product is [Br:1][C:2]1[CH:3]=[CH:4][C:5]([N:8]2[CH2:11][C:10]([CH3:14])([CH3:13])[C:9]2=[O:15])=[N:6][CH:7]=1. The yield is 0.720. (6) The reactants are [C:1]([O:5][C:6]([N:8]1[CH2:13][CH2:12][CH2:11][CH2:10][CH:9]1[C:14]([OH:16])=O)=[O:7])([CH3:4])([CH3:3])[CH3:2].[CH3:17][NH:18][O:19][CH3:20].C(N(CC)CC)C.Cl. The catalyst is ClCCl. The product is [C:1]([O:5][C:6]([N:8]1[CH2:13][CH2:12][CH2:11][CH2:10][CH:9]1[C:14](=[O:16])[N:18]([O:19][CH3:20])[CH3:17])=[O:7])([CH3:2])([CH3:3])[CH3:4]. The yield is 0.770. (7) The catalyst is C(O)C. The product is [Cl:3][C:4]1[CH:9]=[CH:8][C:7]([C:10]2[CH:11]=[C:12]([C:15]([OH:17])=[O:16])[NH:13][N:14]=2)=[C:6]([O:19][CH3:20])[CH:5]=1. The yield is 0.950. The reactants are [OH-].[Na+].[Cl:3][C:4]1[CH:9]=[CH:8][C:7]([C:10]2[CH:11]=[C:12]([C:15]([O:17]C)=[O:16])[NH:13][N:14]=2)=[C:6]([O:19][CH3:20])[CH:5]=1.Cl. (8) The reactants are [Br:1][C:2]1[CH:7]=[CH:6][C:5]([S:8](Cl)(=O)=O)=[C:4]([C:12]([F:15])([F:14])[F:13])[CH:3]=1.[I-].[Na+]. The catalyst is C(#N)C.[W](Cl)(Cl)(Cl)(Cl)(Cl)Cl. The product is [Br:1][C:2]1[CH:7]=[CH:6][C:5]([S:8][S:8][C:5]2[CH:6]=[CH:7][C:2]([Br:1])=[CH:3][C:4]=2[C:12]([F:15])([F:13])[F:14])=[C:4]([C:12]([F:15])([F:14])[F:13])[CH:3]=1. The yield is 0.820. (9) The reactants are Cl[C:2]1[CH:7]=[CH:6][CH:5]=[C:4]([O:8][CH3:9])[N:3]=1.[NH:10]1[CH2:14][CH2:13][C@H:12]([OH:15])[CH2:11]1.[OH-].[K+]. The catalyst is O1CCCC1.CO.C1C=CC(/C=C/C(/C=C/C2C=CC=CC=2)=O)=CC=1.C1C=CC(/C=C/C(/C=C/C2C=CC=CC=2)=O)=CC=1.C1C=CC(/C=C/C(/C=C/C2C=CC=CC=2)=O)=CC=1.[Pd].[Pd].CC(P(C(C)(C)C)C1N(C2C(C3C=CC=CC=3)=NN(C3C=CC=CC=3)C=2C2C=CC=CC=2)N=CC=1)(C)C. The product is [CH3:9][O:8][C:4]1[N:3]=[C:2]([N:10]2[CH2:14][CH2:13][C@H:12]([OH:15])[CH2:11]2)[CH:7]=[CH:6][CH:5]=1. The yield is 0.620. (10) The reactants are [C:1]([C:4]([NH:7][C:8](=[O:11])[O:9][CH3:10])([CH3:6])[CH3:5])([OH:3])=O.CC[N:14]([CH:18]([CH3:20])[CH3:19])[CH:15]([CH3:17])[CH3:16].[CH3:21][C@H:22]1[O:27][C@@H:26]([CH3:28])[CH2:25][NH:24][CH2:23]1.[CH3:29]N(C(ON1N=NC2C=CC(=CC1=2)Cl)=[N+](C)C)C.F[P-](F)(F)(F)(F)F. The catalyst is CN(C=O)C. The product is [CH3:20][C:18]1[CH:19]=[C:10]([O:9][C:8](=[O:11])[N:7]([CH3:29])[C:4]([CH3:6])([CH3:5])[C:1]([N:24]2[CH2:25][C@H:26]([CH3:28])[O:27][C@H:22]([CH3:21])[CH2:23]2)=[O:3])[CH:17]=[C:15]([CH3:16])[N:14]=1. The yield is 0.240.